This data is from Catalyst prediction with 721,799 reactions and 888 catalyst types from USPTO. The task is: Predict which catalyst facilitates the given reaction. (1) Product: [CH3:37][N:38]([CH3:42])[C:39](=[O:40])[NH:41][C:2]1[CH:7]=[C:6]([O:8][C:9]2[C:14]([F:15])=[CH:13][C:12]([NH:16][C:17]([C:19]3[C:20](=[O:35])[N:21]([C:28]4[CH:29]=[CH:30][C:31]([F:34])=[CH:32][CH:33]=4)[CH:22]=[CH:23][C:24]=3[O:25][CH2:26][CH3:27])=[O:18])=[C:11]([F:36])[CH:10]=2)[CH:5]=[CH:4][N:3]=1. Reactant: Cl[C:2]1[CH:7]=[C:6]([O:8][C:9]2[C:14]([F:15])=[CH:13][C:12]([NH:16][C:17]([C:19]3[C:20](=[O:35])[N:21]([C:28]4[CH:33]=[CH:32][C:31]([F:34])=[CH:30][CH:29]=4)[CH:22]=[CH:23][C:24]=3[O:25][CH2:26][CH3:27])=[O:18])=[C:11]([F:36])[CH:10]=2)[CH:5]=[CH:4][N:3]=1.[CH3:37][N:38]([CH3:42])[C:39]([NH2:41])=[O:40].C([O-])([O-])=O.[Cs+].[Cs+].CC1(C)C2C(=C(P(C3C=CC=CC=3)C3C=CC=CC=3)C=CC=2)OC2C(P(C3C=CC=CC=3)C3C=CC=CC=3)=CC=CC1=2. The catalyst class is: 102. (2) The catalyst class is: 10. Product: [OH:29][C:26]([CH:23]1[CH2:22][CH2:21][N:20]([CH2:19][C:14]2[N:15]([CH3:18])[C:16]3[C:12]([N:13]=2)=[C:11]([N:30]2[CH2:31][CH2:32][O:33][CH2:34][CH2:35]2)[N:10]=[C:9]([N:8]2[C:3]4[CH:4]=[CH:5][CH:6]=[CH:7][C:2]=4[NH:1][C:41]2=[O:42])[N:17]=3)[CH2:25][CH2:24]1)([CH3:28])[CH3:27]. Reactant: [NH2:1][C:2]1[CH:7]=[CH:6][CH:5]=[CH:4][C:3]=1[NH:8][C:9]1[N:17]=[C:16]2[C:12]([N:13]=[C:14]([CH2:19][N:20]3[CH2:25][CH2:24][CH:23]([C:26]([OH:29])([CH3:28])[CH3:27])[CH2:22][CH2:21]3)[N:15]2[CH3:18])=[C:11]([N:30]2[CH2:35][CH2:34][O:33][CH2:32][CH2:31]2)[N:10]=1.C1N=CN([C:41](N2C=NC=C2)=[O:42])C=1. (3) Reactant: Br[C:2]1[CH:3]=[C:4]2[C:9](=[CH:10][CH:11]=1)[O:8][C:7]([CH3:13])([CH3:12])[CH:6]=[CH:5]2.[Li]CCCC.[CH2:19]([O:26][C:27]1[C:32]([O:33][CH3:34])=[CH:31][C:30]([CH2:35][CH:36]=[O:37])=[CH:29][C:28]=1[O:38][CH3:39])[C:20]1[CH:25]=[CH:24][CH:23]=[CH:22][CH:21]=1. The catalyst class is: 1. Product: [CH2:19]([O:26][C:27]1[C:32]([O:33][CH3:34])=[CH:31][C:30]([CH2:35][C:36]([C:2]2[CH:3]=[C:4]3[C:9](=[CH:10][CH:11]=2)[O:8][C:7]([CH3:13])([CH3:12])[CH:6]=[CH:5]3)=[O:37])=[CH:29][C:28]=1[O:38][CH3:39])[C:20]1[CH:21]=[CH:22][CH:23]=[CH:24][CH:25]=1.